From a dataset of Reaction yield outcomes from USPTO patents with 853,638 reactions. Predict the reaction yield, written as a fraction of the theoretical maximum amount of product (1.0 means a 100% yield; for example, 0.34 means a 34% yield). (1) The reactants are Cl[C:2]1[N:3]=[C:4]([OH:12])[C:5]2[CH:11]=[CH:10][N:9]=[CH:8][C:6]=2[N:7]=1.[CH2:13]([N:20]1[C:28]2[C:23](=[CH:24][CH:25]=[C:26]([OH:29])[CH:27]=2)[CH:22]=[N:21]1)[C:14]1[CH:19]=[CH:18][CH:17]=[CH:16][CH:15]=1. No catalyst specified. The product is [CH2:13]([N:20]1[C:28]2[C:23](=[CH:24][CH:25]=[C:26]([O:29][C:2]3[N:3]=[C:4]([OH:12])[C:5]4[CH:11]=[CH:10][N:9]=[CH:8][C:6]=4[N:7]=3)[CH:27]=2)[CH:22]=[N:21]1)[C:14]1[CH:15]=[CH:16][CH:17]=[CH:18][CH:19]=1. The yield is 0.160. (2) The yield is 0.800. The catalyst is O.C(O)C.C1(C)C=CC=CC=1.C1C=CC([P]([Pd]([P](C2C=CC=CC=2)(C2C=CC=CC=2)C2C=CC=CC=2)([P](C2C=CC=CC=2)(C2C=CC=CC=2)C2C=CC=CC=2)[P](C2C=CC=CC=2)(C2C=CC=CC=2)C2C=CC=CC=2)(C2C=CC=CC=2)C2C=CC=CC=2)=CC=1. The reactants are [C:1](=[O:4])([O-])[O-].[Na+].[Na+].[Br:7][C:8]1[CH:13]=[CH:12][C:11](I)=[C:10]([CH2:15][CH3:16])[CH:9]=1. The product is [Br:7][C:8]1[CH:13]=[CH:12][C:11]([C:13]2[CH:12]=[CH:11][C:10]([CH2:15][CH2:1][OH:4])=[CH:9][CH:8]=2)=[C:10]([CH2:15][CH3:16])[CH:9]=1. (3) The reactants are [I:1][C:2]1[C:3]([S:11][C:12]2[NH:13][C:14]3[C:19]([N:20]=2)=[C:18]([NH2:21])[N:17]=[CH:16][N:15]=3)=[CH:4][C:5]2[O:9][CH2:8][O:7][C:6]=2[CH:10]=1.O.[CH3:23][O:24][C:25](=[O:42])[CH2:26][CH2:27][CH2:28][CH2:29][CH2:30]OS(C1C=CC(C)=CC=1)(=O)=O.C([O-])([O-])=O.[Cs+].[Cs+]. The catalyst is CN(C=O)C. The product is [CH3:23][O:24][C:25](=[O:42])[CH2:26][CH2:27][CH2:28][CH2:29][CH2:30][N:13]1[C:12]([S:11][C:3]2[C:2]([I:1])=[CH:10][C:6]3[O:7][CH2:8][O:9][C:5]=3[CH:4]=2)=[N:20][C:19]2[C:14]1=[N:15][CH:16]=[N:17][C:18]=2[NH2:21]. The yield is 0.210. (4) The reactants are [Cl:1][C:2]1[CH:3]=[C:4]([C:14]2[O:18][N:17]=[C:16]([C:19]3[CH:20]=[C:21]4[C:25](=[CH:26][CH:27]=3)[NH:24][CH:23]=[CH:22]4)[N:15]=2)[CH:5]=[CH:6][C:7]=1[O:8][CH2:9][CH2:10][CH2:11][CH2:12][CH3:13].C(OC1C=C(C2ON=C(C3C=CC=C4C=3C=CN4)N=2)C=CC=1OCC)C. No catalyst specified. The product is [Cl:1][C:2]1[CH:3]=[C:4]([C:14]2[O:18][N:17]=[C:16]([C:19]3[CH:20]=[C:21]4[C:25](=[CH:26][CH:27]=3)[NH:24][CH2:23][CH2:22]4)[N:15]=2)[CH:5]=[CH:6][C:7]=1[O:8][CH2:9][CH2:10][CH2:11][CH2:12][CH3:13]. The yield is 1.00. (5) The reactants are [CH2:1]([O:3][C:4](=[O:18])[C@H:5]([CH2:10][C:11]1[CH:16]=[CH:15][C:14]([OH:17])=[CH:13][CH:12]=1)[NH:6][C:7](=[O:9])[CH3:8])[CH3:2].C([O-])([O-])=O.[Cs+].[Cs+].Br[CH2:26][CH2:27][CH2:28][CH2:29][CH2:30][S:31][C:32]1[C:41]2[C:36](=[CH:37][C:38]([C:42]([F:45])([F:44])[F:43])=[CH:39][CH:40]=2)[N:35]=[CH:34][CH:33]=1. The catalyst is CN(C=O)C. The product is [F:45][C:42]([F:43])([F:44])[C:38]1[CH:37]=[C:36]2[C:41]([C:32]([S:31][CH2:30][CH2:29][CH2:28][CH2:27][CH2:26][O:17][C:14]3[CH:13]=[CH:12][C:11]([CH2:10][C@H:5]([NH:6][C:7](=[O:9])[CH3:8])[C:4]([O:3][CH2:1][CH3:2])=[O:18])=[CH:16][CH:15]=3)=[CH:33][CH:34]=[N:35]2)=[CH:40][CH:39]=1. The yield is 0.500. (6) The reactants are Cl.[CH3:2][O:3][C:4]([C:6]1[S:10][C:9]2[CH:11]=[C:12]([F:15])[CH:13]=[CH:14][C:8]=2[C:7]=1[CH:16]1[CH2:21][CH2:20][NH:19][CH2:18][CH2:17]1)=[O:5].C(N(CC)CC)C.[CH3:29][S:30]([N:33]1[CH2:38][CH2:37][C:36]2[N:39]([CH2:52][CH2:53][CH:54]=O)[N:40]=[C:41]([C:42]3[CH:47]=[CH:46][C:45]([C:48]([F:51])([F:50])[F:49])=[CH:44][CH:43]=3)[C:35]=2[CH2:34]1)(=[O:32])=[O:31].C([O-])(O)=O.[Na+].C(O[BH-](OC(=O)C)OC(=O)C)(=O)C.[Na+]. The catalyst is ClCCl. The product is [CH3:2][O:3][C:4]([C:6]1[S:10][C:9]2[CH:11]=[C:12]([F:15])[CH:13]=[CH:14][C:8]=2[C:7]=1[CH:16]1[CH2:21][CH2:20][N:19]([CH2:54][CH2:53][CH2:52][N:39]2[C:36]3[CH2:37][CH2:38][N:33]([S:30]([CH3:29])(=[O:32])=[O:31])[CH2:34][C:35]=3[C:41]([C:42]3[CH:47]=[CH:46][C:45]([C:48]([F:50])([F:49])[F:51])=[CH:44][CH:43]=3)=[N:40]2)[CH2:18][CH2:17]1)=[O:5]. The yield is 0.770. (7) The reactants are C(N(C(C)C)CC)(C)C.[CH2:10](Br)[C:11]1[CH:16]=[CH:15][CH:14]=[CH:13][CH:12]=1.[NH:18]([CH2:22][CH2:23][OH:24])[CH2:19][CH2:20][OH:21]. The catalyst is C(Cl)(Cl)Cl. The product is [CH2:10]([N:18]([CH2:22][CH2:23][OH:24])[CH2:19][CH2:20][OH:21])[C:11]1[CH:16]=[CH:15][CH:14]=[CH:13][CH:12]=1. The yield is 0.794. (8) The reactants are [Cl-].O[NH3+:3].[C:4](=[O:7])([O-])[OH:5].[Na+].CS(C)=O.[CH3:13][C:14]1[N:46]=[C:17]2[N:18]([CH2:41][C:42]3([CH3:45])[CH2:44][CH2:43]3)[C:19](=[O:40])[C:20]([CH2:25][C:26]3[CH:31]=[CH:30][C:29]([C:32]4[C:33]([C:38]#[N:39])=[CH:34][CH:35]=[CH:36][CH:37]=4)=[CH:28][CH:27]=3)=[C:21]([CH2:22][CH2:23][CH3:24])[N:16]2[N:15]=1. The catalyst is C(OCC)(=O)C. The product is [CH3:13][C:14]1[N:46]=[C:17]2[N:18]([CH2:41][C:42]3([CH3:45])[CH2:44][CH2:43]3)[C:19](=[O:40])[C:20]([CH2:25][C:26]3[CH:31]=[CH:30][C:29]([C:32]4[CH:37]=[CH:36][CH:35]=[CH:34][C:33]=4[C:38]4[NH:3][C:4](=[O:7])[O:5][N:39]=4)=[CH:28][CH:27]=3)=[C:21]([CH2:22][CH2:23][CH3:24])[N:16]2[N:15]=1. The yield is 0.400. (9) The reactants are Cl.[F:2][C:3]([F:13])([F:12])[C:4]1[N:5]=[C:6]([C:9]([NH2:11])=[NH:10])[S:7][CH:8]=1.C([O:16][C:17]([C:19]([O:22][C:23]1[CH:28]=[CH:27][CH:26]=[CH:25][CH:24]=1)=[CH:20][O-])=O)C.[Na+].CC[O-].[Na+]. The catalyst is CCO. The product is [O:22]([C:19]1[C:17]([OH:16])=[N:10][C:9]([C:6]2[S:7][CH:8]=[C:4]([C:3]([F:2])([F:12])[F:13])[N:5]=2)=[N:11][CH:20]=1)[C:23]1[CH:28]=[CH:27][CH:26]=[CH:25][CH:24]=1. The yield is 0.810. (10) The product is [Br:27][C:11]1[C:12]([NH2:14])=[N:13][C:8]([C:4]2[CH:5]=[CH:6][CH:7]=[C:2]([F:1])[CH:3]=2)=[C:9]([C:15]2[CH:20]=[CH:19][N:18]=[CH:17][CH:16]=2)[N:10]=1. The catalyst is C(Cl)(Cl)Cl. The reactants are [F:1][C:2]1[CH:3]=[C:4]([C:8]2[N:13]=[C:12]([NH2:14])[CH:11]=[N:10][C:9]=2[C:15]2[CH:20]=[CH:19][N:18]=[CH:17][CH:16]=2)[CH:5]=[CH:6][CH:7]=1.N1C=CC=CC=1.[Br:27]Br. The yield is 0.240.